Task: Predict the reaction yield, written as a fraction of the theoretical maximum amount of product (1.0 means a 100% yield; for example, 0.34 means a 34% yield).. Dataset: Reaction yield outcomes from USPTO patents with 853,638 reactions The reactants are [F:1][C:2]1[CH:7]=[CH:6][C:5]([C:8]2[C:9]([CH2:21][OH:22])=[C:10]3[C:15](=[CH:16][CH:17]=2)[NH:14][C:13]([CH3:19])([CH3:18])[CH:12]=[C:11]3[CH3:20])=[C:4]([O:23][CH3:24])[CH:3]=1.[NH2:25][C:26]1[CH:27]=[C:28]([CH:32]=[CH:33][CH:34]=1)[C:29](O)=[O:30].C(P(CCCC)CCCC)CCC.N(C(N1CCCCC1)=O)=NC(N1CCCCC1)=O. The catalyst is C1C=CC=CC=1.C(OCC)(=O)C.CCCCCC. The product is [NH2:25][C:26]1[CH:27]=[C:28]([CH:32]=[CH:33][CH:34]=1)[C:29]([O:22][CH2:21][C:9]1[C:8]([C:5]2[CH:6]=[CH:7][C:2]([F:1])=[CH:3][C:4]=2[O:23][CH3:24])=[CH:17][CH:16]=[C:15]2[C:10]=1[C:11]([CH3:20])=[CH:12][C:13]([CH3:19])([CH3:18])[NH:14]2)=[O:30]. The yield is 0.420.